The task is: Regression. Given two drug SMILES strings and cell line genomic features, predict the synergy score measuring deviation from expected non-interaction effect.. This data is from NCI-60 drug combinations with 297,098 pairs across 59 cell lines. (1) Drug 1: CC1=C2C(C(=O)C3(C(CC4C(C3C(C(C2(C)C)(CC1OC(=O)C(C(C5=CC=CC=C5)NC(=O)OC(C)(C)C)O)O)OC(=O)C6=CC=CC=C6)(CO4)OC(=O)C)OC)C)OC. Drug 2: CS(=O)(=O)CCNCC1=CC=C(O1)C2=CC3=C(C=C2)N=CN=C3NC4=CC(=C(C=C4)OCC5=CC(=CC=C5)F)Cl. Cell line: HOP-62. Synergy scores: CSS=58.0, Synergy_ZIP=18.6, Synergy_Bliss=18.3, Synergy_Loewe=-7.88, Synergy_HSA=19.0. (2) Cell line: SNB-75. Drug 2: CN(CCCl)CCCl.Cl. Synergy scores: CSS=-2.36, Synergy_ZIP=0.663, Synergy_Bliss=-0.245, Synergy_Loewe=-2.16, Synergy_HSA=-2.02. Drug 1: CN(C)N=NC1=C(NC=N1)C(=O)N. (3) Drug 1: CC12CCC(CC1=CCC3C2CCC4(C3CC=C4C5=CN=CC=C5)C)O. Drug 2: C1=CC(=C2C(=C1NCCNCCO)C(=O)C3=C(C=CC(=C3C2=O)O)O)NCCNCCO. Cell line: T-47D. Synergy scores: CSS=46.1, Synergy_ZIP=11.3, Synergy_Bliss=10.9, Synergy_Loewe=-7.00, Synergy_HSA=12.7. (4) Drug 1: CC1=C2C(C(=O)C3(C(CC4C(C3C(C(C2(C)C)(CC1OC(=O)C(C(C5=CC=CC=C5)NC(=O)OC(C)(C)C)O)O)OC(=O)C6=CC=CC=C6)(CO4)OC(=O)C)OC)C)OC. Drug 2: C(CCl)NC(=O)N(CCCl)N=O. Cell line: SN12C. Synergy scores: CSS=68.4, Synergy_ZIP=20.5, Synergy_Bliss=19.7, Synergy_Loewe=12.3, Synergy_HSA=21.2. (5) Drug 1: C1=CC=C(C=C1)NC(=O)CCCCCCC(=O)NO. Drug 2: CN(C(=O)NC(C=O)C(C(C(CO)O)O)O)N=O. Cell line: ACHN. Synergy scores: CSS=4.47, Synergy_ZIP=-3.03, Synergy_Bliss=-2.85, Synergy_Loewe=-18.3, Synergy_HSA=-5.35. (6) Drug 1: C#CCC(CC1=CN=C2C(=N1)C(=NC(=N2)N)N)C3=CC=C(C=C3)C(=O)NC(CCC(=O)O)C(=O)O. Drug 2: C1CC(=O)NC(=O)C1N2C(=O)C3=CC=CC=C3C2=O. Cell line: CCRF-CEM. Synergy scores: CSS=-9.39, Synergy_ZIP=14.7, Synergy_Bliss=1.05, Synergy_Loewe=-7.41, Synergy_HSA=-7.89. (7) Drug 1: CC(C)(C#N)C1=CC(=CC(=C1)CN2C=NC=N2)C(C)(C)C#N. Drug 2: CCC1=C2CN3C(=CC4=C(C3=O)COC(=O)C4(CC)O)C2=NC5=C1C=C(C=C5)O. Cell line: SF-295. Synergy scores: CSS=39.4, Synergy_ZIP=0.744, Synergy_Bliss=0.457, Synergy_Loewe=-21.4, Synergy_HSA=1.38.